Dataset: Forward reaction prediction with 1.9M reactions from USPTO patents (1976-2016). Task: Predict the product of the given reaction. (1) Given the reactants C([O:8][C:9]1[CH:23]=[CH:22][C:12]2[C:13](=[N:20]O)[CH2:14][C:15]3([O:19][C:11]=2[CH:10]=1)[CH2:18][CH2:17][CH2:16]3)C1C=CC=CC=1, predict the reaction product. The product is: [NH2:20][CH:13]1[C:12]2[CH:22]=[CH:23][C:9]([OH:8])=[CH:10][C:11]=2[O:19][C:15]2([CH2:16][CH2:17][CH2:18]2)[CH2:14]1. (2) Given the reactants [CH3:1][O:2][C:3]1[CH:15]=[C:14]([O:16][CH3:17])[CH:13]=[C:12]2[C:4]=1[C@@:5]1([CH3:26])[C@H:10]([CH2:11]2)[C@@:9]2([CH3:25])[CH2:18][CH2:19][C@H:20]([OH:24])[C:21]([CH3:23])([CH3:22])[C@@H:8]2[CH2:7][CH2:6]1.CC(OI1(OC(C)=O)(OC(C)=O)OC(=O)C2C=CC=CC1=2)=O.C([O-])(O)=O.[Na+], predict the reaction product. The product is: [CH3:1][O:2][C:3]1[CH:15]=[C:14]([O:16][CH3:17])[CH:13]=[C:12]2[C:4]=1[C@@:5]1([CH3:26])[C@H:10]([CH2:11]2)[C@@:9]2([CH3:25])[CH2:18][CH2:19][C:20](=[O:24])[C:21]([CH3:22])([CH3:23])[C@@H:8]2[CH2:7][CH2:6]1. (3) The product is: [CH2:36]([O:35][C:30]1[CH:31]=[CH:32][CH:33]=[CH:34][C:29]=1[CH2:28][NH:25][C:26]([N:3]1[CH2:4][CH2:5][CH:6]([O:9][C:10]2[N:11]=[CH:12][CH:13]=[CH:14][N:15]=2)[CH2:7][CH2:8]1)=[O:27])[CH3:37]. Given the reactants Cl.Cl.[NH:3]1[CH2:8][CH2:7][CH:6]([O:9][C:10]2[N:15]=[CH:14][CH:13]=[CH:12][N:11]=2)[CH2:5][CH2:4]1.C(N(C(C)C)CC)(C)C.[N:25]([CH2:28][C:29]1[CH:34]=[CH:33][CH:32]=[CH:31][C:30]=1[O:35][CH2:36][CH3:37])=[C:26]=[O:27], predict the reaction product.